Dataset: Peptide-MHC class II binding affinity with 134,281 pairs from IEDB. Task: Regression. Given a peptide amino acid sequence and an MHC pseudo amino acid sequence, predict their binding affinity value. This is MHC class II binding data. (1) The peptide sequence is QFELYKRTDIVEVDR. The MHC is HLA-DQA10201-DQB10303 with pseudo-sequence HLA-DQA10201-DQB10303. The binding affinity (normalized) is 0.316. (2) The peptide sequence is LRLSALRGLFSAVIE. The MHC is DRB3_0202 with pseudo-sequence DRB3_0202. The binding affinity (normalized) is 0.0113. (3) The peptide sequence is IVYIKPAKNIYSFNE. The MHC is DRB1_0901 with pseudo-sequence DRB1_0901. The binding affinity (normalized) is 0.864. (4) The peptide sequence is GCAINFGKRELKCGD. The MHC is DRB1_0301 with pseudo-sequence DRB1_0301. The binding affinity (normalized) is 0.750.